Dataset: Catalyst prediction with 721,799 reactions and 888 catalyst types from USPTO. Task: Predict which catalyst facilitates the given reaction. The catalyst class is: 25. Product: [CH3:1][O:2][C:3]([CH:5]1[CH2:10][CH2:9][CH2:8][CH2:7][CH:6]1[C:14]([CH3:16])([N+:11]([O-:13])=[O:12])[CH3:15])=[O:4]. Reactant: [CH3:1][O:2][C:3]([C:5]1[CH2:10][CH2:9][CH2:8][CH2:7][CH:6]=1)=[O:4].[N+:11]([CH:14]([CH3:16])[CH3:15])([O-:13])=[O:12].[F-].C([N+](CCCC)(CCCC)CCCC)CCC.C1COCC1.